This data is from Full USPTO retrosynthesis dataset with 1.9M reactions from patents (1976-2016). The task is: Predict the reactants needed to synthesize the given product. Given the product [CH2:22]([N:24]1[C:3]2[C:2]([CH3:1])([CH3:15])[CH2:6][CH2:5][C:4]=2[C:7]([CH3:8])=[N:25]1)[CH3:23], predict the reactants needed to synthesize it. The reactants are: [CH3:1][C:2]1([CH3:15])[CH2:6][CH2:5][CH:4]([C:7](=O)[C:8](OCC)=O)[C:3]1=O.C(O)(=O)C(O)=O.[CH2:22]([NH:24][NH2:25])[CH3:23].